Dataset: Full USPTO retrosynthesis dataset with 1.9M reactions from patents (1976-2016). Task: Predict the reactants needed to synthesize the given product. (1) Given the product [S:29]1[C:30]2[CH:36]=[CH:35][CH:34]=[CH:33][C:31]=2[N:32]=[C:28]1[NH:1][C:2]1[CH:3]=[CH:4][C:5]([C:8]2[CH:9]=[CH:10][C:11]([C:14](=[O:26])[CH2:15][CH:16]([CH2:22][CH2:23][O:24][CH3:25])[C:17]([OH:19])=[O:18])=[CH:12][CH:13]=2)=[CH:6][CH:7]=1, predict the reactants needed to synthesize it. The reactants are: [NH2:1][C:2]1[CH:7]=[CH:6][C:5]([C:8]2[CH:13]=[CH:12][C:11]([C:14](=[O:26])[CH2:15][CH:16]([CH2:22][CH2:23][O:24][CH3:25])[C:17]([O:19]CC)=[O:18])=[CH:10][CH:9]=2)=[CH:4][CH:3]=1.Cl[C:28]1[S:29][C:30]2[CH:36]=[CH:35][CH:34]=[CH:33][C:31]=2[N:32]=1.[OH-].[Na+].Cl. (2) Given the product [CH3:36][O:3][C@:4]1([C:22]2[CH:23]=[C:24]([C:28]3[CH:33]=[CH:32][CH:31]=[C:30]([CH:34]=[CH2:35])[CH:29]=3)[CH:25]=[CH:26][CH:27]=2)[CH2:8][N:7]([C:9]([O:11][CH2:12][CH2:13][Si:14]([CH3:17])([CH3:16])[CH3:15])=[O:10])[C@H:6]([C:18]([O:20][CH3:21])=[O:19])[CH2:5]1, predict the reactants needed to synthesize it. The reactants are: [H-].[Na+].[OH:3][C@:4]1([C:22]2[CH:23]=[C:24]([C:28]3[CH:33]=[CH:32][CH:31]=[C:30]([CH:34]=[CH2:35])[CH:29]=3)[CH:25]=[CH:26][CH:27]=2)[CH2:8][N:7]([C:9]([O:11][CH2:12][CH2:13][Si:14]([CH3:17])([CH3:16])[CH3:15])=[O:10])[C@H:6]([C:18]([O:20][CH3:21])=[O:19])[CH2:5]1.[CH3:36]I. (3) The reactants are: [Br:1][C:2]1[CH:14]=[N:13][C:12]2[C:11]3[CH:10]=[CH:9][C:8]([S:15]([CH3:18])(=[O:17])=[O:16])=[CH:7][C:6]=3[N:5]([CH:19]([CH:26]3[CH2:31][CH2:30][C:29]([F:33])([F:32])[CH2:28][CH2:27]3)[C:20]3[CH:25]=[CH:24][CH:23]=[CH:22][CH:21]=3)[C:4]=2[CH:3]=1.BrC1C=NC2C3C([F:48])=CC(S(C)(=O)=O)=CC=3NC=2C=1. Given the product [Br:1][C:2]1[CH:14]=[N:13][C:12]2[C:11]3[C:10]([F:48])=[CH:9][C:8]([S:15]([CH3:18])(=[O:17])=[O:16])=[CH:7][C:6]=3[N:5]([CH:19]([CH:26]3[CH2:31][CH2:30][C:29]([F:33])([F:32])[CH2:28][CH2:27]3)[C:20]3[CH:25]=[CH:24][CH:23]=[CH:22][CH:21]=3)[C:4]=2[CH:3]=1, predict the reactants needed to synthesize it. (4) Given the product [CH:14]1[CH:13]=[C:12]2[C:11](=[O:16])[N:10]([CH:17]3[C:18](=[O:24])[NH:19][C:20](=[O:23])[CH2:21][CH2:22]3)[C:9](=[O:30])[C:8]2=[C:7]([NH2:6])[CH:15]=1, predict the reactants needed to synthesize it. The reactants are: CS(C)=O.Cl.[NH2:6][C:7]1[CH:15]=[CH:14][CH:13]=[C:12]2[C:8]=1[C:9](=[O:30])[N:10]([C:17]1(CCCCN)[CH2:22][CH2:21][C:20](=[O:23])[NH:19][C:18]1=[O:24])[C:11]2=[O:16].C(N(CC)CC)C.C(CN)O. (5) Given the product [Br:20][C:4]1[CH:5]=[C:6]([C:11]2[CH:16]=[CH:15][CH:14]=[CH:13][N:12]=2)[N+:7]([O-:10])=[CH:8][CH:9]=1, predict the reactants needed to synthesize it. The reactants are: [N+]([C:4]1[CH:5]=[C:6]([C:11]2[CH:16]=[CH:15][CH:14]=[CH:13][N:12]=2)[N+:7]([O-:10])=[CH:8][CH:9]=1)([O-])=O.C([Br:20])(=O)C. (6) Given the product [C:16]([CH2:17][N:9]([C:4]1[CH:5]=[CH:6][C:7]([Cl:8])=[C:2]([Cl:1])[CH:3]=1)[CH2:10][C:11]([O:13][CH2:14][CH3:15])=[O:12])#[N:19], predict the reactants needed to synthesize it. The reactants are: [Cl:1][C:2]1[CH:3]=[C:4]([NH:9][CH2:10][C:11]([O:13][CH2:14][CH3:15])=[O:12])[CH:5]=[CH:6][C:7]=1[Cl:8].[CH:16]([N:19](C(C)C)CC)(C)[CH3:17].BrCC#N.[I-].[Na+].FC(F)(F)C(O)=O.[Cl-].[NH4+]. (7) Given the product [Cl:16][C:17]1[C:22]([S:13][C:2]2[CH:9]=[CH:8][C:5]([CH2:6][OH:7])=[CH:4][C:3]=2[N+:10]([O-:12])=[O:11])=[N:21][CH:20]=[CH:19][N:18]=1, predict the reactants needed to synthesize it. The reactants are: Cl[C:2]1[CH:9]=[CH:8][C:5]([CH2:6][OH:7])=[CH:4][C:3]=1[N+:10]([O-:12])=[O:11].[S-2:13].[Na+].[Na+].[Cl:16][C:17]1[C:22](Cl)=[N:21][CH:20]=[CH:19][N:18]=1. (8) Given the product [F:22][C:23]1[CH:24]=[CH:25][C:26]([CH:29]2[CH2:33][CH2:32][N:31]([C:13]([C:9]3[CH:10]=[N:11][O:12][C:8]=3[C:5]3[CH:4]=[CH:3][C:2]([CH3:1])=[CH:7][CH:6]=3)=[O:15])[CH2:30]2)=[CH:27][CH:28]=1, predict the reactants needed to synthesize it. The reactants are: [CH3:1][C:2]1[CH:7]=[CH:6][C:5]([C:8]2[O:12][N:11]=[CH:10][C:9]=2[C:13]([OH:15])=O)=[CH:4][CH:3]=1.C(O)(=O)C(O)=O.[F:22][C:23]1[CH:28]=[CH:27][C:26]([CH:29]2[CH2:33][CH2:32][NH:31][CH2:30]2)=[CH:25][CH:24]=1.